Dataset: Reaction yield outcomes from USPTO patents with 853,638 reactions. Task: Predict the reaction yield, written as a fraction of the theoretical maximum amount of product (1.0 means a 100% yield; for example, 0.34 means a 34% yield). (1) The reactants are [NH2:1][C:2]1[CH:3]=[C:4]([SH:8])[CH:5]=[CH:6][CH:7]=1.[CH3:9][C:10]([O:13][C:14](O[C:14]([O:13][C:10]([CH3:12])([CH3:11])[CH3:9])=[O:15])=[O:15])([CH3:12])[CH3:11].C([O-])(O)=O.[Na+]. The catalyst is CC(C)=O. The product is [C:10]([O:13][C:14](=[O:15])[NH:1][C:2]1[CH:7]=[CH:6][CH:5]=[C:4]([SH:8])[CH:3]=1)([CH3:12])([CH3:11])[CH3:9]. The yield is 0.360. (2) The reactants are [NH:1]([CH:5]1[CH2:10][CH2:9][N:8]([C:11]([O:13][CH2:14][CH3:15])=[O:12])[CH2:7][CH2:6]1)[C:2]([NH2:4])=[S:3].Br[CH2:17][C:18]([C:20]1[CH:28]=[CH:27][C:23]([C:24]([OH:26])=[O:25])=[CH:22][CH:21]=1)=O. The catalyst is C1COCC1.C(OCC)C. The product is [CH2:14]([O:13][C:11]([N:8]1[CH2:9][CH2:10][CH:5]([NH:1][C:2]2[S:3][CH:17]=[C:18]([C:20]3[CH:28]=[CH:27][C:23]([C:24]([OH:26])=[O:25])=[CH:22][CH:21]=3)[N:4]=2)[CH2:6][CH2:7]1)=[O:12])[CH3:15]. The yield is 0.700. (3) The reactants are [CH3:1][C:2]1[CH:10]=[CH:9][CH:8]=[C:7]2[C:3]=1[CH2:4][C:5](=[O:11])[NH:6]2.[I:12]N1C(=O)CCC1=O. The catalyst is C(O)(=O)C.O. The product is [I:12][C:10]1[C:2]([CH3:1])=[C:3]2[C:7](=[CH:8][CH:9]=1)[NH:6][C:5](=[O:11])[CH2:4]2. The yield is 0.880. (4) The reactants are [Br:1][C:2]1[CH:3]=[C:4]([CH:7]=[CH:8][CH:9]=1)[CH2:5]Br.[NH:10]1[CH:14]=[N:13][CH:12]=[N:11]1.C(=O)([O-])[O-].[K+].[K+].C(OCC)(=O)C. The catalyst is CC(C)=O.[I-].[K+]. The product is [Br:1][C:2]1[CH:3]=[C:4]([CH:7]=[CH:8][CH:9]=1)[CH2:5][N:10]1[CH:14]=[N:13][CH:12]=[N:11]1. The yield is 0.650. (5) The yield is 0.890. The catalyst is C1(C)C=CC=CC=1.CCCCCC. The reactants are [OH:1][C:2]1[CH:15]=[CH:14][C:5]2[C@H:6]([CH2:9][C:10]([O:12][CH3:13])=[O:11])[CH2:7][O:8][C:4]=2[CH:3]=1.[Cl:16][C:17]1[C:18]([CH3:41])=[C:19]([C:33]2[CH:38]=[CH:37][CH:36]=[C:35]([CH2:39]O)[CH:34]=2)[C:20]([CH3:32])=[C:21]([Cl:31])[C:22]=1[O:23][CH2:24][CH2:25][CH2:26][S:27]([CH3:30])(=[O:29])=[O:28].C(P(CCCC)CCCC)CCC.N(C(N1CCCCC1)=O)=NC(N1CCCCC1)=O. The product is [Cl:31][C:21]1[C:20]([CH3:32])=[C:19]([C:33]2[CH:38]=[CH:37][CH:36]=[C:35]([CH2:39][O:1][C:2]3[CH:15]=[CH:14][C:5]4[C@H:6]([CH2:9][C:10]([O:12][CH3:13])=[O:11])[CH2:7][O:8][C:4]=4[CH:3]=3)[CH:34]=2)[C:18]([CH3:41])=[C:17]([Cl:16])[C:22]=1[O:23][CH2:24][CH2:25][CH2:26][S:27]([CH3:30])(=[O:29])=[O:28]. (6) The reactants are [Cl:1][S:2]([OH:5])(=O)=[O:3].[N:6]1[CH:11]=[CH:10][C:9]([C:12]2[C:21]3[C:16](=[CH:17][CH:18]=[C:19]([C:22]4[CH:23]=[CH:24][C:25]([NH2:28])=[N:26][CH:27]=4)[CH:20]=3)[N:15]=[CH:14][CH:13]=2)=[CH:8][CH:7]=1. No catalyst specified. The product is [NH2:28][C:25]1[C:24]([S:2]([Cl:1])(=[O:5])=[O:3])=[CH:23][C:22]([C:19]2[CH:20]=[C:21]3[C:16](=[CH:17][CH:18]=2)[N:15]=[CH:14][CH:13]=[C:12]3[C:9]2[CH:10]=[CH:11][N:6]=[CH:7][CH:8]=2)=[CH:27][N:26]=1. The yield is 0.470. (7) The reactants are [Cl:1][C:2]1[C:3]([NH2:9])=[N:4][CH:5]=[C:6]([Cl:8])[CH:7]=1.[C:10]([N:18]=[C:19]=[S:20])(=[O:17])[C:11]1[CH:16]=[CH:15][CH:14]=[CH:13][CH:12]=1. The catalyst is CC(C)=O. The product is [Cl:1][C:2]1[C:3]([NH:9][C:19]([NH:18][C:10](=[O:17])[C:11]2[CH:12]=[CH:13][CH:14]=[CH:15][CH:16]=2)=[S:20])=[N:4][CH:5]=[C:6]([Cl:8])[CH:7]=1. The yield is 0.770.